Task: Predict the reactants needed to synthesize the given product.. Dataset: Full USPTO retrosynthesis dataset with 1.9M reactions from patents (1976-2016) (1) Given the product [CH3:20][C:17]1[CH:18]=[CH:19][C:14]([S:11]([N:8]2[C:4]3[N:5]=[CH:6][N:7]=[C:2]([C:24]4[CH:25]=[N:26][CH:27]=[CH:28][CH:29]=4)[C:3]=3[CH:10]=[CH:9]2)(=[O:13])=[O:12])=[CH:15][CH:16]=1, predict the reactants needed to synthesize it. The reactants are: Cl[C:2]1[C:3]2[CH:10]=[CH:9][N:8]([S:11]([C:14]3[CH:19]=[CH:18][C:17]([CH3:20])=[CH:16][CH:15]=3)(=[O:13])=[O:12])[C:4]=2[N:5]=[CH:6][N:7]=1.C(B(CC)[C:24]1[CH:25]=[N:26][CH:27]=[CH:28][CH:29]=1)C.C(=O)([O-])[O-].[K+].[K+]. (2) Given the product [CH2:9]([O:11][C:12]1[C:13]([CH3:21])=[C:14]([N:18]2[C:19](=[O:20])[NH:7][N:6]=[N:5]2)[CH:15]=[CH:16][CH:17]=1)[CH3:10], predict the reactants needed to synthesize it. The reactants are: [Cl-].[Cl-].[Cl-].[Al+3].[N-:5]=[N+:6]=[N-:7].[Na+].[CH2:9]([O:11][C:12]1[CH:17]=[CH:16][CH:15]=[C:14]([N:18]=[C:19]=[O:20])[C:13]=1[CH3:21])[CH3:10].N([O-])=O.[Na+].Cl. (3) Given the product [ClH:1].[Cl:1][C:2]1[CH:3]=[C:4]([NH:19][C:20]2[C:30]3[CH:29]=[C:28]([C:31]([NH:33][CH2:34][CH2:35][O:36][CH2:37][C:38]([OH:41])([CH3:39])[CH3:40])=[O:32])[CH2:27][CH2:26][NH:25][C:24]=3[N:23]=[CH:22][N:21]=2)[CH:5]=[CH:6][C:7]=1[O:8][C:9]1[CH:14]=[CH:13][CH:12]=[C:11]([C:15]([F:17])([F:18])[F:16])[CH:10]=1, predict the reactants needed to synthesize it. The reactants are: [Cl:1][C:2]1[CH:3]=[C:4]([NH:19][C:20]2[C:30]3[CH:29]=[C:28]([C:31]([NH:33][CH2:34][CH2:35][O:36][CH2:37][C:38]([OH:41])([CH3:40])[CH3:39])=[O:32])[CH2:27][CH2:26][NH:25][C:24]=3[N:23]=[CH:22][N:21]=2)[CH:5]=[CH:6][C:7]=1[O:8][C:9]1[CH:14]=[CH:13][CH:12]=[C:11]([C:15]([F:18])([F:17])[F:16])[CH:10]=1.Cl.C(OCC)(=O)C. (4) Given the product [Cl:23][C:24]1[C:32]2[N:31]=[C:30]3[N:33]([C:37]4[CH:42]=[CH:41][C:40]([Cl:43])=[CH:39][C:38]=4[Cl:44])[CH2:34][CH2:35][CH2:36][N:29]3[C:28]=2[C:27]([C:45](=[O:48])[CH2:46][CH3:47])=[CH:26][CH:25]=1, predict the reactants needed to synthesize it. The reactants are: CC(OI1(OC(C)=O)(OC(C)=O)OC(=O)C2C=CC=CC1=2)=O.[Cl:23][C:24]1[C:32]2[N:31]=[C:30]3[N:33]([C:37]4[CH:42]=[CH:41][C:40]([Cl:43])=[CH:39][C:38]=4[Cl:44])[CH2:34][CH2:35][CH2:36][N:29]3[C:28]=2[C:27]([CH:45]([OH:48])[CH2:46][CH3:47])=[CH:26][CH:25]=1. (5) Given the product [Cl:14][C:15]1[N:19]2[CH:20]=[CH:21][CH:22]=[C:23]([CH3:24])[C:18]2=[N:17][C:16]=1[CH2:25][C@@H:26]1[CH2:31][CH2:30][CH2:29][CH2:28][N:27]1[C:11]([C:5]1[C:4]([O:3][CH2:1][CH3:2])=[CH:9][CH:8]=[C:7]([CH3:10])[N:6]=1)=[O:13].[ClH:14].[Cl:14][C:15]1[N:19]2[CH:20]=[CH:21][CH:22]=[C:23]([CH3:24])[C:18]2=[N:17][C:16]=1[CH2:25][C@@H:26]1[CH2:31][CH2:30][CH2:29][CH2:28][N:27]1[C:11]([C:5]1[C:4]([O:3][CH2:1][CH3:2])=[CH:9][CH:8]=[C:7]([CH3:10])[N:6]=1)=[O:12], predict the reactants needed to synthesize it. The reactants are: [CH2:1]([O:3][C:4]1[C:5]([C:11]([OH:13])=[O:12])=[N:6][C:7]([CH3:10])=[CH:8][CH:9]=1)[CH3:2].[Cl:14][C:15]1[N:19]2[CH:20]=[CH:21][CH:22]=[C:23]([CH3:24])[C:18]2=[N:17][C:16]=1[CH2:25][C@@H:26]1[CH2:31][CH2:30][CH2:29][CH2:28][NH:27]1. (6) The reactants are: [NH2:1][C:2]1[C:3]2[C:10]([C:11]3[CH:12]=[C:13]([OH:18])[CH:14]=[CH:15][C:16]=3[F:17])=[CH:9][N:8]([C@H:19]3[CH2:22][C@@H:21]([CH2:23][N:24]4[CH2:29][CH2:28][S:27](=[O:31])(=[O:30])[CH2:26][CH2:25]4)[CH2:20]3)[C:4]=2[N:5]=[CH:6][N:7]=1.C1(P(C2C=CC=CC=2)C2C=CC=CC=2)C=CC=CC=1.[O:51]1[CH2:55][CH2:54][CH2:53][C@H:52]1[CH2:56]O.N(C(OC(C)C)=O)=NC(OC(C)C)=O. Given the product [O:30]=[S:27]1(=[O:31])[CH2:28][CH2:29][N:24]([CH2:23][CH:21]2[CH2:22][CH:19]([N:8]3[C:4]4[N:5]=[CH:6][N:7]=[C:2]([NH2:1])[C:3]=4[C:10]([C:11]4[CH:12]=[C:13]([O:18][CH2:56][C@@H:52]5[CH2:53][CH2:54][CH2:55][O:51]5)[CH:14]=[CH:15][C:16]=4[F:17])=[CH:9]3)[CH2:20]2)[CH2:25][CH2:26]1, predict the reactants needed to synthesize it. (7) The reactants are: [CH:1]1([CH2:6][NH:7][C:8]2[CH:13]=[CH:12][C:11]([S:14]([CH3:17])(=[O:16])=[O:15])=[CH:10][C:9]=2[C:18]2[C:26]3[C:21](=[C:22]([O:27]C)[N:23]=[CH:24][CH:25]=3)[N:20]([CH3:29])[CH:19]=2)[CH2:5][CH2:4][CH2:3][CH2:2]1. Given the product [CH:1]1([CH2:6][NH:7][C:8]2[CH:13]=[CH:12][C:11]([S:14]([CH3:17])(=[O:16])=[O:15])=[CH:10][C:9]=2[C:18]2[C:26]3[CH:25]=[CH:24][NH:23][C:22](=[O:27])[C:21]=3[N:20]([CH3:29])[CH:19]=2)[CH2:5][CH2:4][CH2:3][CH2:2]1, predict the reactants needed to synthesize it. (8) The reactants are: C(Cl)(=O)C(Cl)=O.CS(C)=O.[Cl:11][C:12]1[CH:24]=[CH:23][C:15]([CH2:16][CH:17]([CH:20](O)[CH3:21])[CH2:18]O)=[CH:14][C:13]=1[O:25][C:26]([F:29])([F:28])[F:27].C(N(CC)CC)C.[NH2:37][C:38]1[C:42]([C:43]([O:45][CH2:46][CH3:47])=[O:44])=[CH:41][NH:40][N:39]=1.Cl. Given the product [Cl:11][C:12]1[CH:24]=[CH:23][C:15]([CH2:16][C:17]2[CH:18]=[N:37][C:38]3[N:39]([N:40]=[CH:41][C:42]=3[C:43]([O:45][CH2:46][CH3:47])=[O:44])[C:20]=2[CH3:21])=[CH:14][C:13]=1[O:25][C:26]([F:29])([F:28])[F:27], predict the reactants needed to synthesize it. (9) Given the product [Si:1]([O:8][CH2:9][C:10]1[CH:11]=[CH:12][C:13]([C:14]2[O:15][C:24]([CH:21]3[CH2:23][CH2:22]3)=[N:17][N:16]=2)=[CH:18][CH:19]=1)([C:4]([CH3:7])([CH3:6])[CH3:5])([CH3:3])[CH3:2], predict the reactants needed to synthesize it. The reactants are: [Si:1]([O:8][CH2:9][C:10]1[CH:19]=[CH:18][C:13]([C:14]([NH:16][NH2:17])=[O:15])=[CH:12][CH:11]=1)([C:4]([CH3:7])([CH3:6])[CH3:5])([CH3:3])[CH3:2].Cl.[CH:21]1([C:24](=N)OCC)[CH2:23][CH2:22]1. (10) Given the product [CH2:1]([C:5]1[CH:6]=[CH:7][C:8]([C:11]#[C:12][C:13]2[CH:40]=[CH:39][C:16]([CH2:17][N:18]([CH2:28][C:29]3[CH:38]=[CH:37][C:32]([C:33]([OH:35])=[O:34])=[CH:31][CH:30]=3)[CH2:19][CH2:20][C:21]3[CH:26]=[CH:25][C:24]([Cl:27])=[CH:23][CH:22]=3)=[CH:15][CH:14]=2)=[CH:9][CH:10]=1)[CH2:2][CH2:3][CH3:4], predict the reactants needed to synthesize it. The reactants are: [CH2:1]([C:5]1[CH:10]=[CH:9][C:8]([C:11]#[C:12][C:13]2[CH:40]=[CH:39][C:16]([CH2:17][N:18]([CH2:28][C:29]3[CH:38]=[CH:37][C:32]([C:33]([O:35]C)=[O:34])=[CH:31][CH:30]=3)[CH2:19][CH2:20][C:21]3[CH:26]=[CH:25][C:24]([Cl:27])=[CH:23][CH:22]=3)=[CH:15][CH:14]=2)=[CH:7][CH:6]=1)[CH2:2][CH2:3][CH3:4].[OH-].[Na+].Cl.